This data is from Catalyst prediction with 721,799 reactions and 888 catalyst types from USPTO. The task is: Predict which catalyst facilitates the given reaction. (1) Reactant: C[O:2][C:3](=[O:24])[CH2:4][C@H:5]([NH:16][C:17]([O:19][C:20]([CH3:23])([CH3:22])[CH3:21])=[O:18])[CH2:6][C:7]1[CH:12]=[C:11]([F:13])[C:10]([F:14])=[CH:9][C:8]=1[F:15].O[Li].O.C([O-])(O)=O.[Na+]. Product: [C:20]([O:19][C:17]([NH:16][C@H:5]([CH2:6][C:7]1[CH:12]=[C:11]([F:13])[C:10]([F:14])=[CH:9][C:8]=1[F:15])[CH2:4][C:3]([OH:24])=[O:2])=[O:18])([CH3:23])([CH3:21])[CH3:22]. The catalyst class is: 20. (2) Product: [Br:1][C:2]1[CH:3]=[C:4]([CH2:5][OH:6])[CH:7]=[CH:8][C:9]=1[O:10][CH2:11][C:12]1[N:13]=[C:14]([C:18]2[O:19][CH:20]=[CH:21][CH:22]=2)[O:15][C:16]=1[CH3:17]. The catalyst class is: 7. Reactant: [Br:1][C:2]1[CH:3]=[C:4]([CH:7]=[CH:8][C:9]=1[O:10][CH2:11][C:12]1[N:13]=[C:14]([C:18]2[O:19][CH:20]=[CH:21][CH:22]=2)[O:15][C:16]=1[CH3:17])[CH:5]=[O:6].C(O)C.[BH4-].[Na+].O. (3) Reactant: [S:1]1[CH:5]=[CH:4][N:3]=[C:2]1[S:6]([CH2:9][CH:10]1[CH2:13][N:12]([C:14](OC(C)(C)C)=O)[CH2:11]1)(=[O:8])=[O:7].C(O)(C(F)(F)F)=O.[BH3-]C#N.[Na+].[S:32]1[C:36]2[CH:37]=[CH:38][CH:39]=[CH:40][C:35]=2[C:34](C=O)=[N:33]1. Product: [S:1]1[CH:5]=[CH:4][N:3]=[C:2]1[S:6]([CH2:9][CH:10]1[CH2:11][N:12]([CH2:14][C:34]2[C:35]3[CH:40]=[CH:39][CH:38]=[CH:37][C:36]=3[S:32][N:33]=2)[CH2:13]1)(=[O:7])=[O:8]. The catalyst class is: 2.